This data is from Peptide-MHC class I binding affinity with 185,985 pairs from IEDB/IMGT. The task is: Regression. Given a peptide amino acid sequence and an MHC pseudo amino acid sequence, predict their binding affinity value. This is MHC class I binding data. (1) The peptide sequence is WDVFGNWF. The MHC is Mamu-B01 with pseudo-sequence Mamu-B01. The binding affinity (normalized) is 0.0633. (2) The peptide sequence is DLVVLGKVT. The MHC is HLA-A02:01 with pseudo-sequence HLA-A02:01. The binding affinity (normalized) is 0. (3) The peptide sequence is HYPKIYKTYF. The MHC is Mamu-A01 with pseudo-sequence Mamu-A01. The binding affinity (normalized) is 0.516.